Dataset: Reaction yield outcomes from USPTO patents with 853,638 reactions. Task: Predict the reaction yield, written as a fraction of the theoretical maximum amount of product (1.0 means a 100% yield; for example, 0.34 means a 34% yield). (1) The reactants are [NH2:1][C:2]1[CH:6]=[C:5]([C:7]2[CH:12]=[CH:11][C:10]([Br:13])=[CH:9][CH:8]=2)[S:4][C:3]=1C(O)=O.CN1CCNCC1.CN1CCCC1=O.CCOC(C)=O. The catalyst is O. The product is [Br:13][C:10]1[CH:9]=[CH:8][C:7]([C:5]2[S:4][CH:3]=[C:2]([NH2:1])[CH:6]=2)=[CH:12][CH:11]=1. The yield is 0.440. (2) The reactants are C([O:8][C:9]1[CH:10]=[C:11]([CH:34]=[CH:35][CH:36]=1)[CH2:12][N:13]1[C:21]2[C:16](=[CH:17][CH:18]=[CH:19][CH:20]=2)[C:15]2([CH2:25][O:24][C:23]3[CH:26]=[C:27]4[C:31](=[CH:32][C:22]2=3)[CH2:30][CH2:29][O:28]4)[C:14]1=[O:33])C1C=CC=CC=1. The catalyst is [Pd].CO. The product is [OH:8][C:9]1[CH:10]=[C:11]([CH:34]=[CH:35][CH:36]=1)[CH2:12][N:13]1[C:21]2[C:16](=[CH:17][CH:18]=[CH:19][CH:20]=2)[C:15]2([CH2:25][O:24][C:23]3[CH:26]=[C:27]4[C:31](=[CH:32][C:22]2=3)[CH2:30][CH2:29][O:28]4)[C:14]1=[O:33]. The yield is 0.930. (3) The reactants are Br[CH:2]([CH2:7][CH2:8][CH3:9])[C:3]([O:5][CH3:6])=[O:4].[CH2:10]([CH:17]1[CH2:22][CH2:21][NH:20][CH2:19][CH2:18]1)[C:11]1[CH:16]=[CH:15][CH:14]=[CH:13][CH:12]=1.C(=O)([O-])[O-].[K+].[K+]. The catalyst is C(#N)C. The product is [CH3:6][O:5][C:3]([CH2:2][CH2:7][CH2:8][CH2:9][N:20]1[CH2:21][CH2:22][CH:17]([CH2:10][C:11]2[CH:16]=[CH:15][CH:14]=[CH:13][CH:12]=2)[CH2:18][CH2:19]1)=[O:4]. The yield is 0.780. (4) The reactants are [Br:1][C:2]1[CH:7]=[C:6]([CH:8]([CH3:10])[CH3:9])[C:5]([OH:11])=[CH:4][C:3]=1[OH:12].CN(C)[CH:15]=[O:16].[CH2:18](N(C(C)C)C(C)C)C.[CH3:27][O:28][CH2:29]Cl. The catalyst is C(OCC)(=O)C. The product is [Br:1][C:2]1[CH:7]=[C:6]([CH:8]([CH3:10])[CH3:9])[C:5]([O:11][CH2:27][O:28][CH3:29])=[CH:4][C:3]=1[O:12][CH2:18][O:16][CH3:15]. The yield is 0.831. (5) The reactants are [CH3:1][O:2][C:3]1[CH:17]=[CH:16][C:6]2[N:7]=[N:8][N:9]([CH2:12][C:13]([OH:15])=O)[C:10](=[O:11])[C:5]=2[CH:4]=1.[F:18][C:19]([F:30])([F:29])[C:20]1[CH:25]=[CH:24][C:23]([C@@H:26]([NH2:28])[CH3:27])=[CH:22][CH:21]=1. No catalyst specified. The product is [CH3:1][O:2][C:3]1[CH:17]=[CH:16][C:6]2[N:7]=[N:8][N:9]([CH2:12][C:13]([NH:28][C@H:26]([C:23]3[CH:22]=[CH:21][C:20]([C:19]([F:18])([F:29])[F:30])=[CH:25][CH:24]=3)[CH3:27])=[O:15])[C:10](=[O:11])[C:5]=2[CH:4]=1. The yield is 0.770. (6) The reactants are [CH2:1]([O:3][C:4](=[O:11])[CH2:5][C:6]1[N:7]=[CH:8][NH:9][CH:10]=1)[CH3:2].C(N(CC)CC)C.Cl[C:20]([C:33]1[CH:38]=[CH:37][CH:36]=[CH:35][CH:34]=1)([C:27]1[CH:32]=[CH:31][CH:30]=[CH:29][CH:28]=1)[C:21]1[CH:26]=[CH:25][CH:24]=[CH:23][CH:22]=1.C(OCC)(=O)C. The catalyst is CN(C)C=O.O. The product is [CH2:1]([O:3][C:4](=[O:11])[CH2:5][C:6]1[N:7]=[CH:8][N:9]([C:20]([C:21]2[CH:26]=[CH:25][CH:24]=[CH:23][CH:22]=2)([C:33]2[CH:34]=[CH:35][CH:36]=[CH:37][CH:38]=2)[C:27]2[CH:28]=[CH:29][CH:30]=[CH:31][CH:32]=2)[CH:10]=1)[CH3:2]. The yield is 1.00. (7) The reactants are [CH2:1]([O:3][P:4]([N:9]1[CH:15]2[CH:10]1[CH2:11][CH2:12][N:13]([C:16]([O:18][CH2:19][C:20]1[CH:25]=[CH:24][CH:23]=[CH:22][CH:21]=1)=[O:17])[CH2:14]2)([O:6][CH2:7][CH3:8])=[O:5])[CH3:2].[ClH:26].C(N(CC)CC)C.B(F)(F)F.CCOCC. The catalyst is C(Cl)Cl. The product is [Cl:26][CH:10]1[CH2:11][CH2:12][N:13]([C:16]([O:18][CH2:19][C:20]2[CH:25]=[CH:24][CH:23]=[CH:22][CH:21]=2)=[O:17])[CH2:14][CH:15]1[NH:9][P:4]([O:6][CH2:7][CH3:8])([O:3][CH2:1][CH3:2])=[O:5]. The yield is 0.890. (8) The reactants are [CH3:1][N:2]([CH2:14][C:15]1[S:16][CH:17]=[C:18]([CH3:20])[N:19]=1)[C:3]([C:5]1[CH:6]=[C:7]([CH:11]=[CH:12][CH:13]=1)[C:8]([OH:10])=O)=[O:4].[NH2:21][C@@H:22]([CH2:37][C:38]1[CH:43]=[C:42]([F:44])[CH:41]=[C:40]([F:45])[CH:39]=1)[C@@H:23]([C@H:25]1[CH2:29][CH2:28][CH2:27][N:26]1[C:30]([O:32][C:33]([CH3:36])([CH3:35])[CH3:34])=[O:31])[OH:24]. No catalyst specified. The product is [F:44][C:42]1[CH:43]=[C:38]([CH2:37][C@H:22]([NH:21][C:8](=[O:10])[C:7]2[CH:11]=[CH:12][CH:13]=[C:5]([C:3](=[O:4])[N:2]([CH3:1])[CH2:14][C:15]3[S:16][CH:17]=[C:18]([CH3:20])[N:19]=3)[CH:6]=2)[C@@H:23]([C@H:25]2[CH2:29][CH2:28][CH2:27][N:26]2[C:30]([O:32][C:33]([CH3:35])([CH3:34])[CH3:36])=[O:31])[OH:24])[CH:39]=[C:40]([F:45])[CH:41]=1. The yield is 0.940.